Predict which catalyst facilitates the given reaction. From a dataset of Catalyst prediction with 721,799 reactions and 888 catalyst types from USPTO. (1) Reactant: [N:1]1[CH:6]=[CH:5][CH:4]=[CH:3][C:2]=1[C:7]#[C:8][C:9]1[CH:10]=[C:11]([O:28][C:29]([F:32])([F:31])[F:30])[CH:12]=[C:13]2[C:18]=1[O:17][CH:16]([C:19]([F:22])([F:21])[F:20])[C:15]([C:23]([O:25]CC)=[O:24])=[CH:14]2. Product: [N:1]1[CH:6]=[CH:5][CH:4]=[CH:3][C:2]=1[C:7]#[C:8][C:9]1[CH:10]=[C:11]([O:28][C:29]([F:32])([F:30])[F:31])[CH:12]=[C:13]2[C:18]=1[O:17][CH:16]([C:19]([F:22])([F:21])[F:20])[C:15]([C:23]([OH:25])=[O:24])=[CH:14]2. The catalyst class is: 52. (2) Reactant: [CH3:1][NH:2][C:3]1[N:12]=[CH:11][C:10]2[C:5](=[CH:6][CH:7]=[C:8](B3OC(C)(C)C(C)(C)O3)[CH:9]=2)[N:4]=1.[NH2:22][C:23]1[C:31](I)=[C:30]([CH3:33])[CH:29]=[CH:28][C:24]=1[C:25]([OH:27])=[O:26].O.C(=O)([O-])[O-].[Na+].[Na+].C(O)(C(F)(F)F)=O. Product: [NH2:22][C:23]1[C:31]([C:8]2[CH:9]=[C:10]3[C:5](=[CH:6][CH:7]=2)[N:4]=[C:3]([NH:2][CH3:1])[N:12]=[CH:11]3)=[C:30]([CH3:33])[CH:29]=[CH:28][C:24]=1[C:25]([OH:27])=[O:26]. The catalyst class is: 136.